The task is: Predict the reaction yield, written as a fraction of the theoretical maximum amount of product (1.0 means a 100% yield; for example, 0.34 means a 34% yield).. This data is from Reaction yield outcomes from USPTO patents with 853,638 reactions. (1) The reactants are C([O:8][C:9]1[CH:14]=[CH:13][C:12]([CH:15]2[O:20][CH2:19][CH2:18][N:17]([CH2:21][CH2:22][CH3:23])[CH2:16]2)=[CH:11][CH:10]=1)C1C=CC=CC=1.C([O-])=O.[NH4+]. The catalyst is CO.[Pd]. The product is [CH2:21]([N:17]1[CH2:18][CH2:19][O:20][CH:15]([C:12]2[CH:11]=[CH:10][C:9]([OH:8])=[CH:14][CH:13]=2)[CH2:16]1)[CH2:22][CH3:23]. The yield is 0.710. (2) The reactants are O1CCC[CH2:2]1.C([Li])CCC.CCCCCC.[CH3:17][O:18][C:19]1[CH:39]=[CH:38][C:22]([CH2:23][O:24][CH2:25][C:26]2[CH:31]=[CH:30][C:29]([C:32](=O)[CH2:33][CH2:34][CH2:35][CH3:36])=[CH:28][CH:27]=2)=[CH:21][CH:20]=1.[Cl-].[NH4+]. The catalyst is [Br-].C[P+](C1C=CC=CC=1)(C1C=CC=CC=1)C1C=CC=CC=1.O. The product is [CH2:2]=[C:32]([C:29]1[CH:30]=[CH:31][C:26]([CH2:25][O:24][CH2:23][C:22]2[CH:38]=[CH:39][C:19]([O:18][CH3:17])=[CH:20][CH:21]=2)=[CH:27][CH:28]=1)[CH2:33][CH2:34][CH2:35][CH3:36]. The yield is 0.920. (3) The yield is 1.00. The product is [ClH:1].[Cl:1][C:2]1[CH:7]=[CH:6][C:5]([C:8]2[C:16]3[C:11](=[CH:12][C:13]([O:17][CH2:18][CH2:19][N:20]4[CH2:21][CH2:22][N:23]([S:26]([CH3:29])(=[O:28])=[O:27])[CH2:24][CH2:25]4)=[CH:14][CH:15]=3)[C:10](=[O:30])[C:9]=2[C:31]2[CH:36]=[N:35][CH:34]=[N:33][CH:32]=2)=[CH:4][CH:3]=1. No catalyst specified. The reactants are [Cl:1][C:2]1[CH:7]=[CH:6][C:5]([C:8]2[C:16]3[C:11](=[CH:12][C:13]([O:17][CH2:18][CH2:19][N:20]4[CH2:25][CH2:24][N:23]([S:26]([CH3:29])(=[O:28])=[O:27])[CH2:22][CH2:21]4)=[CH:14][CH:15]=3)[C:10](=[O:30])[C:9]=2[C:31]2[CH:32]=[N:33][CH:34]=[N:35][CH:36]=2)=[CH:4][CH:3]=1.O1CCN(CCOC2C=C3C(C(C4C=CC=CC=4)=C(C4C=NC=CC=4)C3=O)=CC=2)CC1. (4) The reactants are [Br:1][C:2]1[CH:3]=[CH:4][C:5]([OH:30])=[C:6]([CH:29]=1)[C:7]([NH:9][C:10]1[S:11][C:12]([C:26](O)=[O:27])=[C:13]([C:15]2[C:20]([F:21])=[C:19]([F:22])[C:18]([F:23])=[C:17]([F:24])[C:16]=2[F:25])[N:14]=1)=[O:8].CN.O.O[N:35]1[C:39]2C=CC=CC=2N=N1.CCN=C=NCCCN(C)C.Cl.Cl. The catalyst is O1CCCC1. The product is [Br:1][C:2]1[CH:3]=[CH:4][C:5]([OH:30])=[C:6]([CH:29]=1)[C:7]([NH:9][C:10]1[S:11][C:12]([C:26]([NH:35][CH3:39])=[O:27])=[C:13]([C:15]2[C:16]([F:25])=[C:17]([F:24])[C:18]([F:23])=[C:19]([F:22])[C:20]=2[F:21])[N:14]=1)=[O:8]. The yield is 0.426.